Dataset: Reaction yield outcomes from USPTO patents with 853,638 reactions. Task: Predict the reaction yield, written as a fraction of the theoretical maximum amount of product (1.0 means a 100% yield; for example, 0.34 means a 34% yield). (1) The reactants are [F:1][CH:2]([F:12])[CH2:3][N:4]1[CH:8]=[C:7]([N+:9]([O-:11])=[O:10])[CH:6]=[N:5]1.C[Si](C)(C)[N-][Si](C)(C)C.[Li+].[Cl:23]C(Cl)(Cl)C(Cl)(Cl)Cl.[Cl-].[NH4+]. The catalyst is C1COCC1.O. The product is [Cl:23][C:8]1[N:4]([CH2:3][CH:2]([F:1])[F:12])[N:5]=[CH:6][C:7]=1[N+:9]([O-:11])=[O:10]. The yield is 0.370. (2) The reactants are [N+:1]([C:4]1[S:8][C:7]2[CH:9]=[CH:10][CH:11]=[CH:12][C:6]=2[C:5]=1[C:13]#[N:14])([O-])=O.[H][H]. The catalyst is ClCCCl.[Pd]. The product is [NH2:1][C:4]1[S:8][C:7]2[CH:9]=[CH:10][CH:11]=[CH:12][C:6]=2[C:5]=1[C:13]#[N:14]. The yield is 0.730. (3) The reactants are [CH3:1][C:2]1[N:7]=[C:6]([NH2:8])[CH:5]=[CH:4][CH:3]=1.[F:9][C:10]1[CH:17]=[N:16][CH:15]=[C:14]([F:18])[C:11]=1[CH:12]=O.[N+:19]([C:21]1[CH:30]=[CH:29][C:24]2[O:25][CH2:26][CH2:27][O:28][C:23]=2[CH:22]=1)#[C-:20]. No catalyst specified. The product is [F:9][C:10]1[CH:17]=[N:16][CH:15]=[C:14]([F:18])[C:11]=1[C:12]1[N:8]=[C:6]2[CH:5]=[CH:4][CH:3]=[C:2]([CH3:1])[N:7]2[C:20]=1[NH:19][C:21]1[CH:30]=[CH:29][C:24]2[O:25][CH2:26][CH2:27][O:28][C:23]=2[CH:22]=1. The yield is 0.240. (4) The reactants are [I:1][C:2]1[C:10]2[C:5](=[N:6][CH:7]=[N:8][C:9]=2[NH2:11])[NH:4][N:3]=1.O[C@H:13]1[CH2:18][CH2:17][CH2:16][N:15]([C:19]([O:21][C:22]([CH3:25])([CH3:24])[CH3:23])=[O:20])[CH2:14]1.C1(P(C2C=CC=CC=2)C2C=CC=CC=2)C=CC=CC=1.N(C(OC(C)C)=O)=NC(OC(C)C)=O. The catalyst is O1CCCC1. The product is [NH2:11][C:9]1[N:8]=[CH:7][N:6]=[C:5]2[N:4]([C@@H:17]3[CH2:18][CH2:13][CH2:14][N:15]([C:19]([O:21][C:22]([CH3:25])([CH3:24])[CH3:23])=[O:20])[CH2:16]3)[N:3]=[C:2]([I:1])[C:10]=12. The yield is 0.330. (5) The reactants are Cl[C:2]1[N:6]([CH3:7])[N:5]=[CH:4][C:3]=1[N+:8]([O-:10])=[O:9].[NH2:11][CH:12]1[CH2:17][CH2:16][N:15]([C:18]([O:20][C:21]([CH3:24])([CH3:23])[CH3:22])=[O:19])[CH2:14][CH2:13]1. No catalyst specified. The product is [CH3:7][N:6]1[C:2]([NH:11][CH:12]2[CH2:13][CH2:14][N:15]([C:18]([O:20][C:21]([CH3:24])([CH3:23])[CH3:22])=[O:19])[CH2:16][CH2:17]2)=[C:3]([N+:8]([O-:10])=[O:9])[CH:4]=[N:5]1. The yield is 0.570. (6) The catalyst is ClCCl. The yield is 0.800. The reactants are [CH2:1]1[C@@H:6]2[CH2:7][CH2:8][CH2:9][N:5]2[CH2:4][C@@H:3]([CH2:10][OH:11])[O:2]1.C(N(CC)CC)C.[CH3:19][S:20](Cl)(=[O:22])=[O:21]. The product is [CH3:19][S:20]([O:11][CH2:10][C@H:3]1[O:2][CH2:1][C@@H:6]2[CH2:7][CH2:8][CH2:9][N:5]2[CH2:4]1)(=[O:22])=[O:21]. (7) The reactants are [CH2:1]([O:4][NH:5][C@H:6]1[CH2:11][NH:10][C@H:9]([C:12]([NH2:14])=[O:13])[C:8]([CH3:15])=[CH:7]1)[CH:2]=[CH2:3].C(N(C(C)C)C(C)C)C.[C:25](=O)(OC(Cl)(Cl)Cl)[O:26]C(Cl)(Cl)Cl. The catalyst is C(#N)C. The product is [CH2:1]([O:4][N:5]1[C:25](=[O:26])[N:10]2[CH2:11][C@H:6]1[CH:7]=[C:8]([CH3:15])[C@H:9]2[C:12]([NH2:14])=[O:13])[CH:2]=[CH2:3]. The yield is 0.820. (8) The catalyst is C(Cl)(Cl)Cl.C1COCC1. The product is [CH2:15]([N:12]([CH3:13])[S:6]([C:2]1[S:1][C:5]([C:36](=[O:41])[C:37]([F:40])([F:39])[F:38])=[CH:4][CH:3]=1)(=[O:8])=[O:7])[C:16]1[CH:20]=[CH:21][CH:22]=[CH:23][CH:18]=1. The reactants are [S:1]1[CH:5]=[CH:4][CH:3]=[C:2]1[S:6](Cl)(=[O:8])=[O:7].CC[N:12]([CH2:15][CH3:16])[CH2:13]C.C(CN)[C:18]1[CH:23]=[CH:22][CH:21]=[CH:20]C=1.[Li+].CC([N-]C(C)C)C.CN(OC)[C:36](=[O:41])[C:37]([F:40])([F:39])[F:38]. The yield is 0.520. (9) The reactants are [OH:1][C@@H:2]([CH2:22][CH2:23][CH3:24])[C@@H:3](OS(C1C=CC([N+]([O-])=O)=CC=1)(=O)=O)[C:4]([O:6][CH2:7][CH3:8])=[O:5].[N-:25]=[N+:26]=[N-:27].[Na+]. The catalyst is CN(C=O)C.C(OCC)(=O)C. The product is [N:25]([C@@H:3]([C@@H:2]([OH:1])[CH2:22][CH2:23][CH3:24])[C:4]([O:6][CH2:7][CH3:8])=[O:5])=[N+:26]=[N-:27]. The yield is 0.830. (10) The reactants are OC1C=C([CH2:8][C:9]#[N:10])C=CC=1.[CH2:11]=[O:12].[OH2:13].[C:14]1([CH3:24])[CH:19]=[CH:18][C:17](S(O)(=O)=O)=[CH:16][CH:15]=1. The catalyst is C1(C)C=CC=CC=1. The product is [O:12]1[C:15]2[CH:16]=[C:17]([CH2:8][C:9]#[N:10])[CH:18]=[CH:19][C:14]=2[CH2:24][O:13][CH2:11]1. The yield is 0.0500.